This data is from Full USPTO retrosynthesis dataset with 1.9M reactions from patents (1976-2016). The task is: Predict the reactants needed to synthesize the given product. (1) Given the product [F:21][C:22]1[CH:29]=[CH:28][C:25]([CH2:26][NH:27][C:3]([C:5]2[C:10]([OH:11])=[C:9]([NH:12][C:13](=[O:15])[CH3:14])[CH:8]=[C:7]([CH:16]3[CH2:20][CH2:19][CH2:18][O:17]3)[N:6]=2)=[O:4])=[CH:24][CH:23]=1, predict the reactants needed to synthesize it. The reactants are: CO[C:3]([C:5]1[C:10]([OH:11])=[C:9]([NH:12][C:13](=[O:15])[CH3:14])[CH:8]=[C:7]([CH:16]2[CH2:20][CH2:19][CH2:18][O:17]2)[N:6]=1)=[O:4].[F:21][C:22]1[CH:29]=[CH:28][C:25]([CH2:26][NH2:27])=[CH:24][CH:23]=1. (2) The reactants are: [C:1]([C:5]1[N:10]=[C:9]([O:11][CH2:12][CH3:13])[C:8]([C:14]2[N:15]([C:35](Cl)=[O:36])[C:16]([C:28]3[CH:33]=[CH:32][C:31]([Cl:34])=[CH:30][CH:29]=3)([CH3:27])[C:17]([C:20]3[CH:25]=[CH:24][C:23]([Cl:26])=[CH:22][CH:21]=3)([CH3:19])[N:18]=2)=[CH:7][N:6]=1)([CH3:4])([CH3:3])[CH3:2].[CH3:38][O:39][CH2:40][CH2:41][N:42]1[CH2:47][CH2:46][NH:45][CH2:44][CH2:43]1. Given the product [C:1]([C:5]1[N:10]=[C:9]([O:11][CH2:12][CH3:13])[C:8]([C:14]2[N:15]([C:35]([N:45]3[CH2:46][CH2:47][N:42]([CH2:41][CH2:40][O:39][CH3:38])[CH2:43][CH2:44]3)=[O:36])[C@@:16]([C:28]3[CH:29]=[CH:30][C:31]([Cl:34])=[CH:32][CH:33]=3)([CH3:27])[C@@:17]([C:20]3[CH:25]=[CH:24][C:23]([Cl:26])=[CH:22][CH:21]=3)([CH3:19])[N:18]=2)=[CH:7][N:6]=1)([CH3:4])([CH3:2])[CH3:3], predict the reactants needed to synthesize it. (3) Given the product [CH3:1][O:2][C:3](=[O:9])[CH:4]([Cl:8])[C:5](=[O:6])[CH2:7][C:28]([CH:30]1[CH2:34][CH2:33][CH2:32][CH2:31]1)([OH:29])[CH2:27][CH2:26][C:20]1[CH:21]=[CH:22][C:23]([O:24][CH3:25])=[C:18]([Cl:17])[CH:19]=1, predict the reactants needed to synthesize it. The reactants are: [CH3:1][O:2][C:3](=[O:9])[CH:4]([Cl:8])[C:5]([CH3:7])=[O:6].[H-].[Na+].[Li]CCCC.[Cl:17][C:18]1[CH:19]=[C:20]([CH2:26][CH2:27][C:28]([CH:30]2[CH2:34][CH2:33][CH2:32][CH2:31]2)=[O:29])[CH:21]=[CH:22][C:23]=1[O:24][CH3:25]. (4) Given the product [CH:15]([C:18]1[CH:32]=[CH:31][C:21]([O:22][CH2:23][C:24]([OH:26])=[O:25])=[CH:20][CH:19]=1)([CH3:17])[CH3:16], predict the reactants needed to synthesize it. The reactants are: C(C1C=CC(OCC(O)=O)=CC=1)CC.[CH:15]([C:18]1[CH:32]=[CH:31][C:21]([O:22][CH2:23][C:24]([O:26]C(C)(C)C)=[O:25])=[CH:20][CH:19]=1)([CH3:17])[CH3:16]. (5) Given the product [Cl:1][C:2]1[CH:7]=[CH:6][CH:5]=[C:4]([Cl:8])[C:3]=1[N:9]1[C:13]([C:14]2[S:18][C:17]([NH2:19])=[N:16][CH:15]=2)=[CH:12][CH:11]=[N:10]1, predict the reactants needed to synthesize it. The reactants are: [Cl:1][C:2]1[CH:7]=[CH:6][CH:5]=[C:4]([Cl:8])[C:3]=1[N:9]1[C:13]([C:14]2[S:18][C:17]([NH:19]CC3C=CC(OC)=CC=3OC)=[N:16][CH:15]=2)=[CH:12][CH:11]=[N:10]1.FC(F)(F)C(O)=O. (6) Given the product [F:1][C:2]1[CH:7]=[CH:6][C:5]([O:8][C:9](=[O:25])[N:10]([C@@H:12]2[C@@H:16]([C:17]3[CH:22]=[CH:21][C:20]([Cl:23])=[C:19]([Cl:24])[CH:18]=3)[CH2:15][N:14]([C:39]([CH:36]3[CH2:37][CH2:38][N:33]([C:30]4[N:31]=[N:32][C:27]([Cl:26])=[CH:28][CH:29]=4)[CH2:34][CH2:35]3)=[O:40])[CH2:13]2)[CH3:11])=[CH:4][CH:3]=1, predict the reactants needed to synthesize it. The reactants are: [F:1][C:2]1[CH:7]=[CH:6][C:5]([O:8][C:9](=[O:25])[N:10]([C@@H:12]2[C@@H:16]([C:17]3[CH:22]=[CH:21][C:20]([Cl:23])=[C:19]([Cl:24])[CH:18]=3)[CH2:15][NH:14][CH2:13]2)[CH3:11])=[CH:4][CH:3]=1.[Cl:26][C:27]1[N:32]=[N:31][C:30]([N:33]2[CH2:38][CH2:37][CH:36]([C:39](O)=[O:40])[CH2:35][CH2:34]2)=[CH:29][CH:28]=1. (7) Given the product [CH3:15][C:14]1[C:9]([OH:8])=[N:10][CH:11]=[N:12][C:13]=1[CH2:16][C:17]1[CH:22]=[CH:21][CH:20]=[CH:19][C:18]=1[CH3:23], predict the reactants needed to synthesize it. The reactants are: C([O:8][C:9]1[C:14]([CH3:15])=[C:13]([CH2:16][C:17]2[CH:22]=[CH:21][CH:20]=[CH:19][C:18]=2[CH3:23])[N:12]=[CH:11][N:10]=1)C1C=CC=CC=1.